The task is: Predict the reactants needed to synthesize the given product.. This data is from Full USPTO retrosynthesis dataset with 1.9M reactions from patents (1976-2016). (1) Given the product [Cl:19][CH2:20][C:21]1[NH:23][C:3](=[O:4])[C:5]2[CH2:6][O:7][CH2:8][CH2:9][C:10]=2[N:22]=1, predict the reactants needed to synthesize it. The reactants are: CO[C:3]([CH:5]1[C:10](=O)[CH2:9][CH2:8][O:7][CH2:6]1)=[O:4].CCN(CC)CC.[Cl:19][CH2:20][C:21]([NH2:23])=[NH:22].C(Cl)Cl. (2) Given the product [CH:2]1([CH2:5][O:6][C:7]2[CH:12]=[CH:11][C:10]([CH:13]([F:14])[F:15])=[CH:9][C:8]=2[C:16]2[C:17]3[NH:24][C:23]([CH3:25])=[C:22]([C:26]([NH:28][C@H:29]4[CH2:33][C@H:32]([CH3:34])[N:31]([C:35](=[O:38])[CH2:36][CH3:37])[CH2:30]4)=[O:27])[C:18]=3[N:19]=[CH:20][N:21]=2)[CH2:4][CH2:3]1, predict the reactants needed to synthesize it. The reactants are: Cl.[CH:2]1([CH2:5][O:6][C:7]2[CH:12]=[CH:11][C:10]([CH:13]([F:15])[F:14])=[CH:9][C:8]=2[C:16]2[C:17]3[NH:24][C:23]([CH3:25])=[C:22]([C:26]([NH:28][C@H:29]4[CH2:33][C@H:32]([CH3:34])[NH:31][CH2:30]4)=[O:27])[C:18]=3[N:19]=[CH:20][N:21]=2)[CH2:4][CH2:3]1.[C:35](Cl)(=[O:38])[CH2:36][CH3:37].